This data is from Forward reaction prediction with 1.9M reactions from USPTO patents (1976-2016). The task is: Predict the product of the given reaction. (1) Given the reactants [CH2:1]([O:3][C:4](=[O:35])[CH:5]=[CH:6][C:7]1[C:12]([CH3:13])=[CH:11][C:10]([CH:14]=[CH:15][C:16]([C:18]2[S:19][C:20]([C:29]([F:32])([F:31])[F:30])=[C:21]3[CH2:26][C:25]([CH3:28])([CH3:27])[CH2:24][CH2:23][C:22]=23)=[O:17])=[CH:9][C:8]=1[CH2:33][CH3:34])[CH3:2], predict the reaction product. The product is: [CH2:1]([O:3][C:4](=[O:35])[CH2:5][CH2:6][C:7]1[C:12]([CH3:13])=[CH:11][C:10]([CH2:14][CH2:15][C:16]([C:18]2[S:19][C:20]([C:29]([F:30])([F:31])[F:32])=[C:21]3[CH2:26][C:25]([CH3:27])([CH3:28])[CH2:24][CH2:23][C:22]=23)=[O:17])=[CH:9][C:8]=1[CH2:33][CH3:34])[CH3:2]. (2) Given the reactants FC(F)(F)C(O)=O.C(C1C2C(=CC=CC=2)N(C2N=C(C3CCNCC3)ON=2)N=1)C.C(OC(N1CCC[C@H]1C=O)=O)(C)(C)C.FC(F)(F)C(O)=O.[F:51][C:52]1[CH:53]=[CH:54][CH:55]=[C:56]2[C:60]=1[N:59]([C:61]1[N:65]=[C:64]([CH:66]3[CH2:71][CH2:70][NH:69][CH2:68][CH2:67]3)[O:63][N:62]=1)[N:58]=[C:57]2[CH:72]([CH3:74])[CH3:73].[CH3:75][O:76][CH:77]1[C:82](=O)[CH2:81][CH2:80][N:79]([C:84]([O:86][CH2:87][CH3:88])=[O:85])[CH2:78]1, predict the reaction product. The product is: [F:51][C:52]1[CH:53]=[CH:54][CH:55]=[C:56]2[C:60]=1[N:59]([C:61]1[N:65]=[C:64]([CH:66]3[CH2:71][CH2:70][N:69]([CH:82]4[CH2:81][CH2:80][N:79]([C:84]([O:86][CH2:87][CH3:88])=[O:85])[CH2:78][CH:77]4[O:76][CH3:75])[CH2:68][CH2:67]3)[O:63][N:62]=1)[N:58]=[C:57]2[CH:72]([CH3:74])[CH3:73]. (3) Given the reactants CO[C:3]([C:5]1([CH2:29][CH:30]=O)[CH2:10][CH2:9][CH:8]([O:11][Si](C(C)(C)C)(C2C=CC=CC=2)C2C=CC=CC=2)[CH2:7][CH2:6]1)=[O:4].[CH3:32][CH:33]1[CH2:37][CH2:36][CH2:35][N:34]1[CH:38]1[CH2:42][CH2:41][C@H:40]([C:43]2[CH:48]=[CH:47][C:46]([NH2:49])=[CH:45][CH:44]=2)[CH2:39]1.CCCC[N+](CCCC)(CCCC)CCCC.[F-], predict the reaction product. The product is: [OH:11][CH:8]1[CH2:7][CH2:6][C:5]2([C:3](=[O:4])[N:49]([C:46]3[CH:47]=[CH:48][C:43]([CH:40]4[CH2:41][CH2:42][CH:38]([N:34]5[CH2:35][CH2:36][CH2:37][CH:33]5[CH3:32])[CH2:39]4)=[CH:44][CH:45]=3)[CH2:30][CH2:29]2)[CH2:10][CH2:9]1. (4) Given the reactants [CH3:1][O:2][C:3]1[CH:4]=[CH:5][C:6]2[NH:12][C:11](=[O:13])[N:10]([CH:14]3[CH2:19][CH2:18][N:17]([C:20]([O:22][C@H:23]([CH2:44][C:45]4[CH:50]=[C:49]([C:51]([F:54])([F:53])[F:52])[C:48]([NH2:55])=[C:47]([Cl:56])[CH:46]=4)[C:24]([N:26]4[CH2:31][CH2:30][CH:29]([N:32]5[CH2:37][CH2:36][N:35]([CH2:38][C:39]([O:41]CC)=[O:40])[CH2:34][CH2:33]5)[CH2:28][CH2:27]4)=[O:25])=[O:21])[CH2:16][CH2:15]3)[CH2:9][CH2:8][C:7]=2[CH:57]=1.[Li+].[OH-], predict the reaction product. The product is: [CH3:1][O:2][C:3]1[CH:4]=[CH:5][C:6]2[NH:12][C:11](=[O:13])[N:10]([CH:14]3[CH2:15][CH2:16][N:17]([C:20]([O:22][C@H:23]([CH2:44][C:45]4[CH:50]=[C:49]([C:51]([F:54])([F:53])[F:52])[C:48]([NH2:55])=[C:47]([Cl:56])[CH:46]=4)[C:24]([N:26]4[CH2:31][CH2:30][CH:29]([N:32]5[CH2:37][CH2:36][N:35]([CH2:38][C:39]([OH:41])=[O:40])[CH2:34][CH2:33]5)[CH2:28][CH2:27]4)=[O:25])=[O:21])[CH2:18][CH2:19]3)[CH2:9][CH2:8][C:7]=2[CH:57]=1. (5) Given the reactants [C:1]1([C:7]2[C:8]3[CH:18]=[CH:17][CH:16]=[CH:15][C:9]=3[S:10][C:11]=2[C:12](=[O:14])[CH3:13])[CH:6]=[CH:5][CH:4]=[CH:3][CH:2]=1.[BH4-].[Na+], predict the reaction product. The product is: [C:1]1([C:7]2[C:8]3[CH:18]=[CH:17][CH:16]=[CH:15][C:9]=3[S:10][C:11]=2[CH:12]([OH:14])[CH3:13])[CH:2]=[CH:3][CH:4]=[CH:5][CH:6]=1. (6) Given the reactants [C:1]([O:4][CH2:5][C:6]([CH3:36])([CH3:35])[CH2:7][N:8]1[C:14]2[CH:15]=[CH:16][C:17]([Cl:19])=[CH:18][C:13]=2[C@@H:12]([C:20]2[CH:25]=[CH:24][CH:23]=[C:22]([O:26][CH3:27])[C:21]=2[O:28][CH3:29])[O:11][C@H:10]([CH2:30][C:31](O)=[O:32])[C:9]1=[O:34])(=[O:3])[CH3:2].S(Cl)(Cl)=O.Cl.[NH2:42][C:43]1[CH:44]=[C:45]([CH:50]=[CH:51][C:52]=1[F:53])[C:46]([O:48][CH3:49])=[O:47].C(N(CC)CC)C, predict the reaction product. The product is: [C:1]([O:4][CH2:5][C:6]([CH3:36])([CH3:35])[CH2:7][N:8]1[C:14]2[CH:15]=[CH:16][C:17]([Cl:19])=[CH:18][C:13]=2[C@@H:12]([C:20]2[CH:25]=[CH:24][CH:23]=[C:22]([O:26][CH3:27])[C:21]=2[O:28][CH3:29])[O:11][C@H:10]([CH2:30][C:31]([NH:42][C:43]2[CH:44]=[C:45]([CH:50]=[CH:51][C:52]=2[F:53])[C:46]([O:48][CH3:49])=[O:47])=[O:32])[C:9]1=[O:34])(=[O:3])[CH3:2].